Dataset: Full USPTO retrosynthesis dataset with 1.9M reactions from patents (1976-2016). Task: Predict the reactants needed to synthesize the given product. Given the product [OH:33][C:32]1([C:2]2[C:7]3[O:8][CH2:9][O:10][C:6]=3[C:5]([O:11][CH3:12])=[CH:4][CH:3]=2)[CH2:31][CH2:30][CH:29]([C:27]([O:26][CH2:25][CH3:24])=[O:28])[CH2:35][CH2:34]1, predict the reactants needed to synthesize it. The reactants are: Br[C:2]1[C:7]2[O:8][CH2:9][O:10][C:6]=2[C:5]([O:11][CH3:12])=[CH:4][CH:3]=1.C([Li])CCC.CCCCCC.[CH3:24][CH2:25][O:26][C:27]([CH:29]1[CH2:35][CH2:34][C:32](=[O:33])[CH2:31][CH2:30]1)=[O:28].[Cl-].[NH4+].Cl.